Task: Predict the product of the given reaction.. Dataset: Forward reaction prediction with 1.9M reactions from USPTO patents (1976-2016) (1) Given the reactants [CH:1]([N:4]=[C:5]1[N:9]([CH2:10][C:11]2[CH:16]=[CH:15][CH:14]=[CH:13][N:12]=2)[C:8](=[O:17])[CH:7]([C:18]2[CH:23]=[CH:22][C:21]([N+:24]([O-])=O)=[CH:20][CH:19]=2)[S:6]1)([CH3:3])[CH3:2], predict the reaction product. The product is: [NH2:24][C:21]1[CH:20]=[CH:19][C:18]([CH:7]2[S:6][C:5](=[N:4][CH:1]([CH3:3])[CH3:2])[N:9]([CH2:10][C:11]3[CH:16]=[CH:15][CH:14]=[CH:13][N:12]=3)[C:8]2=[O:17])=[CH:23][CH:22]=1. (2) Given the reactants [CH:1]([O:4][CH2:5][CH2:6][O:7][CH2:8][C:9]1[CH:14]=[CH:13][C:12]([OH:15])=[CH:11][CH:10]=1)([CH3:3])[CH3:2].[C:16]([C:19]1[CH:28]=[CH:27][C:22]([C:23]([O:25][CH3:26])=[O:24])=[CH:21][C:20]=1F)(=[O:18])[CH3:17], predict the reaction product. The product is: [C:16]([C:19]1[CH:28]=[CH:27][C:22]([C:23]([O:25][CH3:26])=[O:24])=[CH:21][C:20]=1[O:15][C:12]1[CH:13]=[CH:14][C:9]([CH2:8][O:7][CH2:6][CH2:5][O:4][CH:1]([CH3:3])[CH3:2])=[CH:10][CH:11]=1)(=[O:18])[CH3:17]. (3) Given the reactants [Si](O[CH2:9][C@@H:10]([N:17]([CH3:30])[C:18]([NH:20][CH2:21][C:22]1[CH:27]=[CH:26][CH:25]=[C:24]([F:28])[C:23]=1[F:29])=[O:19])[CH2:11][CH2:12][C:13]([O:15][CH3:16])=[O:14])(C(C)(C)C)(C)C.Cl, predict the reaction product. The product is: [F:29][C:23]1[C:24]([F:28])=[CH:25][CH:26]=[CH:27][C:22]=1[CH2:21][NH:20][C:18](=[O:19])[N:17]([C@@H:10]([CH3:9])[CH2:11][CH2:12][C:13]([O:15][CH3:16])=[O:14])[CH3:30]. (4) Given the reactants [N+:1]([C:4]1[CH:9]=[CH:8][C:7]([C:10]2[CH:15]=[CH:14][CH:13]=[C:12]([CH:16]=O)[CH:11]=2)=[CH:6][CH:5]=1)([O-:3])=[O:2].ClC1C=CC(C2C=CC=C(C[NH:32][CH2:33][C:34]3[CH:39]=[CH:38][C:37]([F:40])=[CH:36][CH:35]=3)C=2)=CC=1, predict the reaction product. The product is: [F:40][C:37]1[CH:38]=[CH:39][C:34]([CH2:33][NH:32][CH2:16][C:12]2[CH:11]=[C:10]([C:7]3[CH:8]=[CH:9][C:4]([N+:1]([O-:3])=[O:2])=[CH:5][CH:6]=3)[CH:15]=[CH:14][CH:13]=2)=[CH:35][CH:36]=1. (5) Given the reactants [Cl:1][C:2]1[CH:7]=[CH:6][C:5]([C:8](=[O:25])[CH2:9][N:10]2[CH:14]=[C:13]([C:15](=[O:20])C(Cl)(Cl)Cl)[CH:12]=[C:11]2[C:21]([O:23][CH3:24])=[O:22])=[CH:4][CH:3]=1.[CH3:26][NH:27][CH3:28].[Cl-].[NH4+], predict the reaction product. The product is: [Cl:1][C:2]1[CH:7]=[CH:6][C:5]([C:8](=[O:25])[CH2:9][N:10]2[CH:14]=[C:13]([C:15](=[O:20])[N:27]([CH3:28])[CH3:26])[CH:12]=[C:11]2[C:21]([O:23][CH3:24])=[O:22])=[CH:4][CH:3]=1. (6) Given the reactants C([SiH](CC)CC)C.FC(F)(F)C(O)=O.O[CH:16]([C:34]1[CH:39]=[CH:38][C:37]([O:40][CH3:41])=[C:36]([O:42][CH2:43][CH2:44][CH2:45][O:46][CH3:47])[CH:35]=1)[C@H:17]([CH:31]([CH3:33])[CH3:32])[CH2:18]/[CH:19]=[CH:20]/[CH2:21][C@@H:22]([CH:28]([CH3:30])[CH3:29])[C:23]([N:25]([CH3:27])[CH3:26])=[O:24], predict the reaction product. The product is: [CH3:41][O:40][C:37]1[CH:38]=[CH:39][C:34]([CH2:16][C@H:17]([CH:31]([CH3:32])[CH3:33])[CH2:18]/[CH:19]=[CH:20]/[CH2:21][C@@H:22]([CH:28]([CH3:29])[CH3:30])[C:23]([N:25]([CH3:26])[CH3:27])=[O:24])=[CH:35][C:36]=1[O:42][CH2:43][CH2:44][CH2:45][O:46][CH3:47]. (7) The product is: [CH2:11]([O:18][CH2:19][C@@H:20]1[CH2:24][CH2:23][CH2:22][N:21]1[S:25]([C:28]1[CH:29]=[C:30]2[C:34](=[CH:35][CH:36]=1)[N:33]([CH2:44][C:45]([CH3:49])([CH3:48])[C:46]#[N:47])[C:32](=[O:37])[C:31]12[O:38][CH2:39][CH2:40][CH2:41][O:42]1)(=[O:26])=[O:27])[C:12]1[CH:17]=[CH:16][CH:15]=[CH:14][CH:13]=1. Given the reactants CC(C)([O-])C.[K+].CS(C)=O.[CH2:11]([O:18][CH2:19][C@@H:20]1[CH2:24][CH2:23][CH2:22][N:21]1[S:25]([C:28]1[CH:29]=[C:30]2[C:34](=[CH:35][CH:36]=1)[NH:33][C:32](=[O:37])[C:31]12[O:42][CH2:41][CH2:40][CH2:39][O:38]1)(=[O:27])=[O:26])[C:12]1[CH:17]=[CH:16][CH:15]=[CH:14][CH:13]=1.Cl[CH2:44][C:45]([CH3:49])([CH3:48])[C:46]#[N:47], predict the reaction product.